This data is from Peptide-MHC class I binding affinity with 185,985 pairs from IEDB/IMGT. The task is: Regression. Given a peptide amino acid sequence and an MHC pseudo amino acid sequence, predict their binding affinity value. This is MHC class I binding data. (1) The peptide sequence is LLWTLVVLL. The MHC is HLA-A68:02 with pseudo-sequence HLA-A68:02. The binding affinity (normalized) is 0. (2) The peptide sequence is YMKERFTVL. The MHC is HLA-B45:06 with pseudo-sequence HLA-B45:06. The binding affinity (normalized) is 0.213. (3) The peptide sequence is DVRTLLGLIL. The MHC is HLA-A68:02 with pseudo-sequence HLA-A68:02. The binding affinity (normalized) is 0.184. (4) The peptide sequence is REVLNVRYM. The MHC is HLA-B39:01 with pseudo-sequence HLA-B39:01. The binding affinity (normalized) is 0.0847.